This data is from Reaction yield outcomes from USPTO patents with 853,638 reactions. The task is: Predict the reaction yield, written as a fraction of the theoretical maximum amount of product (1.0 means a 100% yield; for example, 0.34 means a 34% yield). (1) The reactants are [Br:1][C:2]1[CH:7]=[CH:6][C:5](B(O)O)=[C:4]([F:11])[C:3]=1[F:12].Br[C:14]1[N:15]=[CH:16][C:17]([NH2:20])=[N:18][CH:19]=1.C1(C)C=CC=CC=1.C([O-])([O-])=O.[Na+].[Na+]. The catalyst is CCO.C1C=CC([P]([Pd]([P](C2C=CC=CC=2)(C2C=CC=CC=2)C2C=CC=CC=2)([P](C2C=CC=CC=2)(C2C=CC=CC=2)C2C=CC=CC=2)[P](C2C=CC=CC=2)(C2C=CC=CC=2)C2C=CC=CC=2)(C2C=CC=CC=2)C2C=CC=CC=2)=CC=1. The product is [Br:1][C:2]1[CH:7]=[CH:6][C:5]([C:14]2[N:15]=[CH:16][C:17]([NH2:20])=[N:18][CH:19]=2)=[C:4]([F:11])[C:3]=1[F:12]. The yield is 0.330. (2) The reactants are Cl[C:2]1[CH:7]=[CH:6][C:5]([CH:8]([NH2:16])[CH2:9][C:10]2[CH:15]=[CH:14][CH:13]=[CH:12][CH:11]=2)=[CH:4][CH:3]=1.[C:17](Cl)(Cl)=[S:18].C(=O)([O-])[O-].[K+].[K+].O.[Cl:28]CCl. No catalyst specified. The product is [Cl:28][C:13]1[CH:14]=[CH:15][C:10]([CH2:9][CH:8]([N:16]=[C:17]=[S:18])[C:5]2[CH:6]=[CH:7][CH:2]=[CH:3][CH:4]=2)=[CH:11][CH:12]=1. The yield is 0.990. (3) The reactants are C([O:3][C:4](=[O:16])[CH2:5][CH2:6][CH2:7][O:8][C:9]1[CH:14]=[CH:13][CH:12]=[C:11]([Br:15])[CH:10]=1)C.[OH-].[K+]. The catalyst is CO.O. The product is [Br:15][C:11]1[CH:10]=[C:9]([CH:14]=[CH:13][CH:12]=1)[O:8][CH2:7][CH2:6][CH2:5][C:4]([OH:16])=[O:3]. The yield is 0.960. (4) The reactants are [Br:1][C:2]1[N:7]=[C:6]([N:8]2[CH2:14][CH:13]([OH:15])[CH2:12][N:11]([C:16]([O:18][C:19]([CH3:22])([CH3:21])[CH3:20])=[O:17])[CH2:10][CH2:9]2)[CH:5]=[CH:4][CH:3]=1.CC(OI1(OC(C)=O)(OC(C)=O)OC(=O)C2C1=CC=CC=2)=O. The catalyst is C(Cl)Cl. The product is [Br:1][C:2]1[N:7]=[C:6]([N:8]2[CH2:14][C:13](=[O:15])[CH2:12][N:11]([C:16]([O:18][C:19]([CH3:22])([CH3:21])[CH3:20])=[O:17])[CH2:10][CH2:9]2)[CH:5]=[CH:4][CH:3]=1. The yield is 0.810. (5) The reactants are [Na].[CH3:2][C:3]1[CH:8]=[CH:7][C:6]([C:9]2[C:10]([CH:15]=O)=[CH:11][CH:12]=[CH:13][CH:14]=2)=[CH:5][CH:4]=1.[Br:17][C:18]1[N:19]=[CH:20][C:21]([NH2:24])=[N:22][CH:23]=1. The catalyst is ClCCCl.CC(O)=O. The product is [Br:17][C:18]1[N:19]=[CH:20][C:21]([NH:24][CH2:15][C:10]2[CH:11]=[CH:12][CH:13]=[CH:14][C:9]=2[C:6]2[CH:7]=[CH:8][C:3]([CH3:2])=[CH:4][CH:5]=2)=[N:22][CH:23]=1. The yield is 0.550. (6) The reactants are [F:1][C:2]1[CH:15]=[CH:14][C:5]([CH2:6][C:7]2([OH:13])[CH2:12][CH2:11][NH:10][CH2:9][CH2:8]2)=[CH:4][CH:3]=1.[Cl:16][C:17]1[C:18]([C:27]([F:30])([F:29])[F:28])=[N:19][N:20]([CH2:23][C:24](O)=[O:25])[C:21]=1[CH3:22].F[P-](F)(F)(F)(F)F.N1(O[P+](N2CCCC2)(N2CCCC2)N2CCCC2)C2C=CC=CC=2N=N1.CCN(C(C)C)C(C)C. The catalyst is CC(N(C)C)=O.CCOC(C)=O. The product is [Cl:16][C:17]1[C:18]([C:27]([F:29])([F:28])[F:30])=[N:19][N:20]([CH2:23][C:24]([N:10]2[CH2:9][CH2:8][C:7]([CH2:6][C:5]3[CH:4]=[CH:3][C:2]([F:1])=[CH:15][CH:14]=3)([OH:13])[CH2:12][CH2:11]2)=[O:25])[C:21]=1[CH3:22]. The yield is 0.800. (7) The reactants are [N+:1]([C:4]1[CH:5]=[CH:6][C:7]2[N:12]=[C:11]([C:13]3[CH:18]=[CH:17][C:16]([C:19]([CH3:22])([CH3:21])[CH3:20])=[CH:15][CH:14]=3)[O:10][C:9](=[O:23])[C:8]=2[CH:24]=1)([O-:3])=[O:2].[NH2:25][C:26]1[CH:34]=[C:33]2[C:29]([CH:30]=[N:31][NH:32]2)=[CH:28][CH:27]=1. The catalyst is C1(C)C=CC=CC=1. The product is [C:19]([C:16]1[CH:17]=[CH:18][C:13]([C:11]([NH:12][C:7]2[CH:6]=[CH:5][C:4]([N+:1]([O-:3])=[O:2])=[CH:24][C:8]=2[C:9]([NH:25][C:26]2[CH:34]=[C:33]3[C:29]([CH:30]=[N:31][NH:32]3)=[CH:28][CH:27]=2)=[O:23])=[O:10])=[CH:14][CH:15]=1)([CH3:20])([CH3:22])[CH3:21]. The yield is 0.420.